Task: Binary Classification. Given a T-cell receptor sequence (or CDR3 region) and an epitope sequence, predict whether binding occurs between them.. Dataset: TCR-epitope binding with 47,182 pairs between 192 epitopes and 23,139 TCRs (1) The epitope is ATVVIGTSK. The TCR CDR3 sequence is CASGTGGLAVYEQYF. Result: 0 (the TCR does not bind to the epitope). (2) The epitope is KLWAQCVQL. The TCR CDR3 sequence is CASSLGHTNTDTQYF. Result: 1 (the TCR binds to the epitope).